This data is from Full USPTO retrosynthesis dataset with 1.9M reactions from patents (1976-2016). The task is: Predict the reactants needed to synthesize the given product. (1) Given the product [C:19]([O:18][C:16]([N:6]1[CH2:7][C@H:8]([C:10]2[CH:11]=[CH:12][CH:13]=[CH:14][CH:15]=2)[CH2:9][C@H:5]1[CH2:3][OH:2])=[O:17])([CH3:22])([CH3:21])[CH3:20], predict the reactants needed to synthesize it. The reactants are: C[O:2][C:3]([C@@H:5]1[CH2:9][C@@H:8]([C:10]2[CH:15]=[CH:14][CH:13]=[CH:12][CH:11]=2)[CH2:7][N:6]1[C:16]([O:18][C:19]([CH3:22])([CH3:21])[CH3:20])=[O:17])=O.[H-].[Al+3].[Li+].[H-].[H-].[H-].O1CCCC1.O. (2) Given the product [Br:20][C:16]1[CH:17]=[CH:18][CH:19]=[C:14]([Cl:13])[C:15]=1[C:21]([OH:23])=[O:22], predict the reactants needed to synthesize it. The reactants are: [Li]CCCC.C(NC(C)C)(C)C.[Cl:13][C:14]1[CH:19]=[CH:18][CH:17]=[C:16]([Br:20])[CH:15]=1.[C:21](=[O:23])=[O:22].Cl. (3) Given the product [ClH:20].[CH2:1]([O:3][C:4](=[O:19])[CH2:5][CH:6]1[N:11]2[CH:12]=[C:13]([NH2:15])[CH:14]=[C:10]2[C:9](=[O:18])[NH:8][CH2:7]1)[CH3:2], predict the reactants needed to synthesize it. The reactants are: [CH2:1]([O:3][C:4](=[O:19])[CH2:5][CH:6]1[N:11]2[CH:12]=[C:13]([N+:15]([O-])=O)[CH:14]=[C:10]2[C:9](=[O:18])[NH:8][CH2:7]1)[CH3:2].[ClH:20].